This data is from NCI-60 drug combinations with 297,098 pairs across 59 cell lines. The task is: Regression. Given two drug SMILES strings and cell line genomic features, predict the synergy score measuring deviation from expected non-interaction effect. (1) Drug 1: CC1OCC2C(O1)C(C(C(O2)OC3C4COC(=O)C4C(C5=CC6=C(C=C35)OCO6)C7=CC(=C(C(=C7)OC)O)OC)O)O. Drug 2: CC1=C(C(=O)C2=C(C1=O)N3CC4C(C3(C2COC(=O)N)OC)N4)N. Cell line: HCT-15. Synergy scores: CSS=64.5, Synergy_ZIP=2.45, Synergy_Bliss=1.54, Synergy_Loewe=1.18, Synergy_HSA=5.39. (2) Drug 2: CC12CCC3C(C1CCC2OP(=O)(O)O)CCC4=C3C=CC(=C4)OC(=O)N(CCCl)CCCl.[Na+]. Drug 1: CCCCCOC(=O)NC1=NC(=O)N(C=C1F)C2C(C(C(O2)C)O)O. Synergy scores: CSS=9.64, Synergy_ZIP=0.798, Synergy_Bliss=1.02, Synergy_Loewe=3.76, Synergy_HSA=1.67. Cell line: OVCAR-8.